From a dataset of CYP3A4 substrate classification data from Carbon-Mangels et al.. Regression/Classification. Given a drug SMILES string, predict its absorption, distribution, metabolism, or excretion properties. Task type varies by dataset: regression for continuous measurements (e.g., permeability, clearance, half-life) or binary classification for categorical outcomes (e.g., BBB penetration, CYP inhibition). Dataset: cyp3a4_substrate_carbonmangels. The molecule is CCCCN1CCCC[C@H]1C(=O)Nc1c(C)cccc1C. The result is 1 (substrate).